From a dataset of Full USPTO retrosynthesis dataset with 1.9M reactions from patents (1976-2016). Predict the reactants needed to synthesize the given product. (1) Given the product [NH4+:2].[OH-:17].[CH3:1][N:2]1[C:10]2[C:5](=[CH:6][CH:7]=[CH:8][CH:9]=2)[CH:4]=[C:3]1[C:11]1[CH:12]=[N:13][CH:14]=[C:15]([CH:19]=1)[C:16]([NH2:26])=[O:17], predict the reactants needed to synthesize it. The reactants are: [CH3:1][N:2]1[C:10]2[C:5](=[CH:6][CH:7]=[CH:8][CH:9]=2)[CH:4]=[C:3]1[C:11]1[CH:12]=[N:13][CH:14]=[C:15]([CH:19]=1)[C:16](O)=[O:17].C1C=CC2N(O)N=[N:26]C=2C=1.CCN=C=NCCCN(C)C.Cl.CCN(C(C)C)C(C)C.[Cl-].[NH4+]. (2) Given the product [CH3:17][O:16][C:12]1[CH:11]=[C:10]([C:8]2[C:3]3[C:2](=[CH:7][CH:6]=[CH:5][CH:4]=3)[N:1]=[C:18]([NH2:20])[CH:19]=2)[CH:15]=[CH:14][CH:13]=1, predict the reactants needed to synthesize it. The reactants are: [NH2:1][C:2]1[CH:7]=[CH:6][CH:5]=[CH:4][C:3]=1[C:8]([C:10]1[CH:15]=[CH:14][CH:13]=[C:12]([O:16][CH3:17])[CH:11]=1)=O.[C:18](#[N:20])[CH3:19].[H-].[Na+].O. (3) Given the product [C:31]([O:30][C:28]([N:22]1[CH2:27][CH2:26][N:25]([C:11]([C:10]2[C:9]3[C:4](=[CH:5][CH:6]=[C:7]([O:14][CH3:15])[CH:8]=3)[N:3]([C:16]3[CH:21]=[CH:20][CH:19]=[CH:18][CH:17]=3)[C:2]=2[Cl:1])=[O:12])[CH2:24][CH2:23]1)=[O:29])([CH3:34])([CH3:32])[CH3:33], predict the reactants needed to synthesize it. The reactants are: [Cl:1][C:2]1[N:3]([C:16]2[CH:21]=[CH:20][CH:19]=[CH:18][CH:17]=2)[C:4]2[C:9]([C:10]=1[C:11](O)=[O:12])=[CH:8][C:7]([O:14][CH3:15])=[CH:6][CH:5]=2.[N:22]1([C:28]([O:30][C:31]([CH3:34])([CH3:33])[CH3:32])=[O:29])[CH2:27][CH2:26][NH:25][CH2:24][CH2:23]1.C(Cl)CCl.C1C=NC2N(O)N=NC=2C=1.CN1CCOCC1. (4) Given the product [Br:8][C:24]1[C:23]2[N:22]([C:25]3[CH:26]=[CH:27][C:28]([F:31])=[CH:29][CH:30]=3)[N:21]=[CH:20][C:19]=2[CH:18]=[C:17]2[C@:11]3([CH2:9][CH3:10])[CH2:35][CH2:34][C@@:33]([C:37]([F:40])([F:39])[F:38])([OH:36])[CH2:32][C@H:12]3[CH2:13][CH2:14][CH2:15][C:16]=12, predict the reactants needed to synthesize it. The reactants are: C1C(=O)N([Br:8])C(=O)C1.[CH2:9]([C@@:11]12[CH2:35][CH2:34][C@@:33]([C:37]([F:40])([F:39])[F:38])([OH:36])[CH2:32][C@H:12]1[CH2:13][CH2:14][CH2:15][C:16]1[C:17]2=[CH:18][C:19]2[CH:20]=[N:21][N:22]([C:25]3[CH:30]=[CH:29][C:28]([F:31])=[CH:27][CH:26]=3)[C:23]=2[CH:24]=1)[CH3:10].CN(C=O)C.C([O-])(O)=O.[Na+]. (5) Given the product [NH2:16][C:10]1[N:9]=[C:8]([O:17][C@@H:18]([CH3:22])[CH2:19][CH2:20][CH3:21])[N:7]=[C:6]2[C:11]=1[NH:12][C:13](=[O:14])[N:5]2[CH2:4][CH2:3][CH2:2][N:23]1[CH2:28][CH2:27][CH2:26][CH2:25][CH2:24]1, predict the reactants needed to synthesize it. The reactants are: Cl[CH2:2][CH2:3][CH2:4][N:5]1[C:13]([O:14]C)=[N:12][C:11]2[C:6]1=[N:7][C:8]([O:17][C@@H:18]([CH3:22])[CH2:19][CH2:20][CH3:21])=[N:9][C:10]=2[NH2:16].[NH:23]1[CH2:28][CH2:27][CH2:26][CH2:25][CH2:24]1. (6) Given the product [C:45]([C:35]1[CH:34]=[C:33]([NH:32][C:30](=[O:31])[NH:29][C:22]2[C:23]3[C:28](=[CH:27][CH:26]=[CH:25][CH:24]=3)[C:19]([O:18][CH2:17][C:15]3[CH:14]=[CH:13][N:12]=[C:11]([NH:10][C:51](=[O:52])[CH2:50][Cl:49])[CH:16]=3)=[CH:20][CH:21]=2)[N:37]([C:38]2[CH:39]=[CH:40][C:41]([CH3:44])=[CH:42][CH:43]=2)[N:36]=1)([CH3:48])([CH3:47])[CH3:46], predict the reactants needed to synthesize it. The reactants are: CCN(C(C)C)C(C)C.[NH2:10][C:11]1[CH:16]=[C:15]([CH2:17][O:18][C:19]2[C:28]3[C:23](=[CH:24][CH:25]=[CH:26][CH:27]=3)[C:22]([NH:29][C:30]([NH:32][C:33]3[N:37]([C:38]4[CH:43]=[CH:42][C:41]([CH3:44])=[CH:40][CH:39]=4)[N:36]=[C:35]([C:45]([CH3:48])([CH3:47])[CH3:46])[CH:34]=3)=[O:31])=[CH:21][CH:20]=2)[CH:14]=[CH:13][N:12]=1.[Cl:49][CH2:50][C:51](Cl)=[O:52]. (7) Given the product [CH2:37]([C:22]1[N:23]=[C:24]([NH2:25])[C:19]2[NH:18][N:17]=[C:16]([CH2:15][CH2:14][CH2:13][CH2:12][CH2:11][CH2:10][CH2:9][N:41]3[CH2:46][CH2:45][CH2:44][CH2:43][CH2:42]3)[C:20]=2[N:21]=1)[CH2:38][CH2:39][CH3:40], predict the reactants needed to synthesize it. The reactants are: C(N(CC)CC)C.Br[CH2:9][CH2:10][CH2:11][CH2:12][CH2:13][CH2:14][CH2:15][C:16]1[C:20]2[N:21]=[C:22]([CH2:37][CH2:38][CH2:39][CH3:40])[N:23]=[C:24]([NH:25]CC3C=CC(OC)=CC=3OC)[C:19]=2[NH:18][N:17]=1.[NH:41]1[CH2:46][CH2:45][CH2:44][CH2:43][CH2:42]1.FC(F)(F)C(O)=O. (8) The reactants are: C[O:2][C:3](=O)[CH2:4][N:5]([CH2:13][C:14]1[CH:19]=[CH:18][CH:17]=[CH:16][C:15]=1[NH2:20])[C:6]([O:8][C:9]([CH3:12])([CH3:11])[CH3:10])=[O:7].C1C=CC2N(O)N=NC=2C=1. Given the product [C:9]([O:8][C:6]([N:5]1[CH2:13][C:14]2[CH:19]=[CH:18][CH:17]=[CH:16][C:15]=2[NH:20][C:3](=[O:2])[CH2:4]1)=[O:7])([CH3:12])([CH3:11])[CH3:10], predict the reactants needed to synthesize it. (9) Given the product [Br:13][CH2:12][C:3]1[C:2]([I:1])=[CH:7][N:6]=[C:5]([C:8]([F:11])([F:9])[F:10])[CH:4]=1, predict the reactants needed to synthesize it. The reactants are: [I:1][C:2]1[C:3]([CH3:12])=[CH:4][C:5]([C:8]([F:11])([F:10])[F:9])=[N:6][CH:7]=1.[Br:13]N1C(=O)CCC1=O.C(OOC(=O)C1C=CC=CC=1)(=O)C1C=CC=CC=1.O. (10) Given the product [C:1]([O:5][C:6]([N:8]1[C:16]2[C:11](=[CH:12][C:13]([O:17][CH2:18][C:19]3[CH:20]=[CH:21][CH:22]=[CH:23][CH:24]=3)=[CH:14][CH:15]=2)[C:10]([C:25]2[N:26]([C:35]([O:37][C:38]([CH3:41])([CH3:40])[CH3:39])=[O:36])[C:27]3[C:32]([CH:33]=2)=[CH:31][C:30]([O:34][CH2:50][CH2:49][Br:48])=[CH:29][CH:28]=3)=[N:9]1)=[O:7])([CH3:4])([CH3:3])[CH3:2], predict the reactants needed to synthesize it. The reactants are: [C:1]([O:5][C:6]([N:8]1[C:16]2[C:11](=[CH:12][C:13]([O:17][CH2:18][C:19]3[CH:24]=[CH:23][CH:22]=[CH:21][CH:20]=3)=[CH:14][CH:15]=2)[C:10]([C:25]2[N:26]([C:35]([O:37][C:38]([CH3:41])([CH3:40])[CH3:39])=[O:36])[C:27]3[C:32]([CH:33]=2)=[CH:31][C:30]([OH:34])=[CH:29][CH:28]=3)=[N:9]1)=[O:7])([CH3:4])([CH3:3])[CH3:2].C(=O)([O-])[O-].[Cs+].[Cs+].[Br:48][CH:49](Br)[CH3:50].